From a dataset of Full USPTO retrosynthesis dataset with 1.9M reactions from patents (1976-2016). Predict the reactants needed to synthesize the given product. (1) Given the product [C:46]([CH2:45][NH:44][C:24](=[O:26])[C:23]1[CH:22]=[CH:21][C:20]([C:18]2[CH:17]=[CH:16][N:15]=[C:14]([NH:13][C:10]3[CH:11]=[CH:12][C:7]([N:4]4[CH2:3][CH2:2][O:1][CH2:6][CH2:5]4)=[CH:8][CH:9]=3)[N:19]=2)=[CH:28][CH:27]=1)#[N:42], predict the reactants needed to synthesize it. The reactants are: [O:1]1[CH2:6][CH2:5][N:4]([C:7]2[CH:12]=[CH:11][C:10]([NH:13][C:14]3[N:19]=[C:18]([C:20]4[CH:28]=[CH:27][C:23]([C:24]([OH:26])=O)=[CH:22][CH:21]=4)[CH:17]=[CH:16][N:15]=3)=[CH:9][CH:8]=2)[CH2:3][CH2:2]1.Cl.C(N=C=NCCCN(C)C)C.O[N:42]1[CH:46]=[C:45](CCCC2C=CC=CC=2)[N:44]=N1.C(N(CC)CC)C.Cl.NCC#N.C(=O)(O)[O-]. (2) Given the product [CH:9]1([CH2:12][CH2:13][O:14][C:15]2[CH:20]=[CH:19][C:18]([CH:21]=[O:7])=[C:17]([N+:22]([O-:24])=[O:23])[CH:16]=2)[CH2:11][CH2:10]1, predict the reactants needed to synthesize it. The reactants are: BrN1C(=[O:7])CCC1=O.[CH:9]1([CH2:12][CH2:13][O:14][C:15]2[CH:20]=[CH:19][C:18]([CH3:21])=[C:17]([N+:22]([O-:24])=[O:23])[CH:16]=2)[CH2:11][CH2:10]1. (3) Given the product [CH3:55][C:56]1[C:61]2[N:62]=[C:63]([C:65]3[CH:66]=[C:67]([O:80][CH2:81][CH2:82][CH2:83][CH2:84][CH2:85][CH3:86])[C:68]([CH2:69][OH:70])=[CH:71][C:72]=3[O:73][CH2:74][CH2:75][CH2:76][CH2:77][CH2:78][CH3:79])[O:64][C:60]=2[CH:59]=[CH:58][CH:57]=1, predict the reactants needed to synthesize it. The reactants are: O1C2C=CC=CC=2N=C1.NC1C(O)=CC=CC=1C.C(OC1C=C(CO)C(OCCCCCC)=CC=1C=O)CCCCC.NC1C=C(C(C)(C)C)C=CC=1O.[CH3:55][C:56]1[C:61]2[N:62]=[C:63]([C:65]3[C:72]([O:73][CH2:74][CH2:75][CH2:76][CH2:77][CH2:78][CH3:79])=[CH:71][C:68]([CH:69]=[O:70])=[C:67]([O:80][CH2:81][CH2:82][CH2:83][CH2:84][CH2:85][CH3:86])[CH:66]=3)[O:64][C:60]=2[CH:59]=[CH:58][CH:57]=1. (4) Given the product [CH2:1]([O:3][C:4]([C:6]1[C:10]2[C:11](=[CH:15][CH:16]=[CH:17][CH:18]=2)[C:12](=[O:14])[N:19]([C:20]2[CH:25]=[CH:24][CH:23]=[CH:22][CH:21]=2)[C:7]=1[CH3:8])=[O:5])[CH3:2], predict the reactants needed to synthesize it. The reactants are: [CH2:1]([O:3][C:4]([CH:6]([C:10]1[CH:18]=[CH:17][CH:16]=[CH:15][C:11]=1[C:12]([OH:14])=O)[C:7](=O)[CH3:8])=[O:5])[CH3:2].[NH2:19][C:20]1[CH:25]=[CH:24][CH:23]=[CH:22][CH:21]=1.